From a dataset of Peptide-MHC class II binding affinity with 134,281 pairs from IEDB. Regression. Given a peptide amino acid sequence and an MHC pseudo amino acid sequence, predict their binding affinity value. This is MHC class II binding data. (1) The peptide sequence is ATPEAKFDSFVAAFT. The MHC is DRB1_0405 with pseudo-sequence DRB1_0405. The binding affinity (normalized) is 0.391. (2) The peptide sequence is ILVGDNSFVSAISQT. The binding affinity (normalized) is 0.532. The MHC is DRB1_0404 with pseudo-sequence DRB1_0404. (3) The peptide sequence is AITAMSEAQKAAKPA. The binding affinity (normalized) is 0.360. The MHC is HLA-DQA10104-DQB10503 with pseudo-sequence HLA-DQA10104-DQB10503.